This data is from Full USPTO retrosynthesis dataset with 1.9M reactions from patents (1976-2016). The task is: Predict the reactants needed to synthesize the given product. Given the product [NH2:20][C:8]([NH:4][N:3]1[CH2:2][CH2:6][O:30][CH2:29][CH2:28]1)=[N:9][S:10]([C:13]1[CH:14]=[CH:15][C:16]([CH3:19])=[CH:17][CH:18]=1)(=[O:11])=[O:12], predict the reactants needed to synthesize it. The reactants are: C[C:2]1[CH:6]=C(C)[N:4]([C:8](=[NH:20])[NH:9][S:10]([C:13]2[CH:18]=[CH:17][C:16]([CH3:19])=[CH:15][CH:14]=2)(=[O:12])=[O:11])[N:3]=1.CS(O)(=O)=O.NN1CC[O:30][CH2:29][CH2:28]1.